From a dataset of Catalyst prediction with 721,799 reactions and 888 catalyst types from USPTO. Predict which catalyst facilitates the given reaction. (1) Reactant: CS(O[C@H:6]1[CH2:11][CH2:10][O:9][CH2:8][C@@H:7]1[NH:12][C:13]([O:15][C:16]([CH3:19])([CH3:18])[CH3:17])=[O:14])(=O)=O.CC([O-])=O.[Na+].[N-:25]=[N+:26]=[N-:27].[Na+]. Product: [N:25]([C@@H:6]1[CH2:11][CH2:10][O:9][CH2:8][C@@H:7]1[NH:12][C:13](=[O:14])[O:15][C:16]([CH3:19])([CH3:18])[CH3:17])=[N+:26]=[N-:27]. The catalyst class is: 3. (2) Product: [C:2]([N:12]1[CH2:20][CH2:19][CH:15]([C:16]([OH:18])=[O:17])[CH2:14][CH2:13]1)([O:4][CH2:5][C:6]1[CH:11]=[CH:10][CH:9]=[CH:8][CH:7]=1)=[O:3]. Reactant: Cl[C:2]([O:4][CH2:5][C:6]1[CH:11]=[CH:10][CH:9]=[CH:8][CH:7]=1)=[O:3].[NH:12]1[CH2:20][CH2:19][CH:15]([C:16]([OH:18])=[O:17])[CH2:14][CH2:13]1.C(=O)(O)[O-].[Na+]. The catalyst class is: 93. (3) Reactant: Cl.[F:2][C:3]1[CH:4]=[CH:5][C:6]([O:11][C:12]2[CH:13]=[C:14]3[C:18](=[CH:19][CH:20]=2)[N:17]([CH3:21])[N:16]=[CH:15]3)=[C:7]([CH:10]=1)[CH2:8][NH2:9].[C:22]([O-:25])(O)=O.[Na+]. Product: [F:2][C:3]1[CH:4]=[CH:5][C:6]([O:11][C:12]2[CH:13]=[C:14]3[C:18](=[CH:19][CH:20]=2)[N:17]([CH3:21])[N:16]=[CH:15]3)=[C:7]([CH:10]=1)[CH2:8][NH:9][CH2:8][C:7]1[CH:10]=[CH:3][C:4]([O:25][CH3:22])=[CH:5][CH:6]=1. The catalyst class is: 25. (4) Reactant: C[O:2][C:3](=[O:18])[CH2:4][NH:5][C:6]([C:8]1[N:9]([CH3:17])[C:10]2[C:15]([CH:16]=1)=[CH:14][CH:13]=[CH:12][CH:11]=2)=[O:7].[OH-].[Li+].Cl. Product: [CH3:17][N:9]1[C:10]2[C:15](=[CH:14][CH:13]=[CH:12][CH:11]=2)[CH:16]=[C:8]1[C:6]([NH:5][CH2:4][C:3]([OH:18])=[O:2])=[O:7]. The catalyst class is: 12. (5) Reactant: [Br:1][C:2]1[C:11]2[C:6](=[CH:7][CH:8]=[CH:9][CH:10]=2)[C:5]([S:12][CH2:13][C:14]([OH:31])([CH3:30])[C:15]([NH:17][C:18]2[CH:23]=[CH:22][C:21]([C:24]#[N:25])=[C:20]([C:26]([F:29])([F:28])[F:27])[CH:19]=2)=[O:16])=[CH:4][CH:3]=1.OO.FC(F)(F)C(OC(=O)C(F)(F)F)=[O:37].[OH2:47]. Product: [Br:1][C:2]1[C:11]2[C:6](=[CH:7][CH:8]=[CH:9][CH:10]=2)[C:5]([S:12]([CH2:13][C:14]([OH:31])([CH3:30])[C:15]([NH:17][C:18]2[CH:23]=[CH:22][C:21]([C:24]#[N:25])=[C:20]([C:26]([F:27])([F:28])[F:29])[CH:19]=2)=[O:16])(=[O:37])=[O:47])=[CH:4][CH:3]=1. The catalyst class is: 614. (6) Reactant: I[C:2]1[CH:9]=[C:8]([O:10][C:11]2[CH:16]=[CH:15][C:14]([N+:17]([O-:19])=[O:18])=[CH:13][N:12]=2)[CH:7]=[CH:6][C:3]=1[C:4]#[N:5].[O-]P([O-])([O-])=O.[K+].[K+].[K+].[CH3:28][C:29]1(C)[C:33](C)(C)OB(C(C)=C)O1. Product: [CH3:33][C:29]([C:2]1[CH:9]=[C:8]([O:10][C:11]2[CH:16]=[CH:15][C:14]([N+:17]([O-:19])=[O:18])=[CH:13][N:12]=2)[CH:7]=[CH:6][C:3]=1[C:4]#[N:5])=[CH2:28]. The catalyst class is: 18. (7) Reactant: C[O:2][C:3](=[O:27])[CH:4](C)[CH2:5][CH2:6][CH:7]1[CH2:12][CH2:11][CH2:10][CH2:9][N:8]1[S:13]([C:16]1[C:21]([CH3:22])=[CH:20][C:19]([O:23][CH3:24])=[CH:18][C:17]=1[CH3:25])(=[O:15])=[O:14].[OH-].[Li+]. Product: [CH3:24][O:23][C:19]1[CH:18]=[C:17]([CH3:25])[C:16]([S:13]([N:8]2[CH2:9][CH2:10][CH2:11][CH2:12][CH:7]2[CH2:6][CH2:5][CH2:4][C:3]([OH:27])=[O:2])(=[O:14])=[O:15])=[C:21]([CH3:22])[CH:20]=1. The catalyst class is: 72.